This data is from Full USPTO retrosynthesis dataset with 1.9M reactions from patents (1976-2016). The task is: Predict the reactants needed to synthesize the given product. (1) Given the product [CH2:10]([O:9][C:7]([CH:4]1[CH2:5][CH2:6][N:1]([C:19]([O:21][CH2:22][C:23]2[CH:28]=[CH:27][CH:26]=[CH:25][CH:24]=2)=[O:20])[CH2:2][CH2:3]1)=[O:8])[CH3:11], predict the reactants needed to synthesize it. The reactants are: [NH:1]1[CH2:6][CH2:5][CH:4]([C:7]([O:9][CH2:10][CH3:11])=[O:8])[CH2:3][CH2:2]1.N1C=CC=CC=1.Cl[C:19]([O:21][CH2:22][C:23]1[CH:28]=[CH:27][CH:26]=[CH:25][CH:24]=1)=[O:20]. (2) Given the product [Br:1][C:2]1[S:3][C:4]([N:14]([CH2:13][CH:10]2[CH2:12][CH2:11]2)[CH2:15][CH2:16][CH3:17])=[CH:5][C:6]=1[C:7]#[N:8], predict the reactants needed to synthesize it. The reactants are: [Br:1][C:2]1[S:3][C:4](Br)=[CH:5][C:6]=1[C:7]#[N:8].[CH:10]1([CH2:13][NH:14][CH2:15][CH2:16][CH3:17])[CH2:12][CH2:11]1.C(N(CC)CC)C.